From a dataset of Reaction yield outcomes from USPTO patents with 853,638 reactions. Predict the reaction yield, written as a fraction of the theoretical maximum amount of product (1.0 means a 100% yield; for example, 0.34 means a 34% yield). (1) The reactants are [CH:1]1([S:4]([NH:7][C:8](=[O:14])[O:9][C:10]([CH3:13])([CH3:12])[CH3:11])(=[O:6])=[O:5])[CH2:3][CH2:2]1.C([Li])CCC.[CH2:20]=[O:21]. The catalyst is C1COCC1. The product is [OH:21][CH2:20][C:1]1([S:4]([NH:7][C:8](=[O:14])[O:9][C:10]([CH3:11])([CH3:13])[CH3:12])(=[O:6])=[O:5])[CH2:2][CH2:3]1. The yield is 0.790. (2) The reactants are C([Li])CCC.C(NC(C)C)(C)C.[O:13]1[C:21]2[C:16](=[CH:17][CH:18]=[CH:19][CH:20]=2)[C:15](=[O:22])[CH2:14]1.F[S:24]([C:27]1[N:28]=[N:29][C:30]([O:33][CH3:34])=[CH:31][CH:32]=1)(=[O:26])=[O:25]. The yield is 0.170. The product is [CH3:34][O:33][C:30]1[N:29]=[N:28][C:27]([S:24]([C:14]2[O:13][C:21]3[CH:20]=[CH:19][CH:18]=[CH:17][C:16]=3[C:15]=2[OH:22])(=[O:26])=[O:25])=[CH:32][CH:31]=1. The catalyst is C1COCC1. (3) The reactants are [C:1]([O:5][C:6]([NH:8][CH2:9][C:10]1[CH:11]=[C:12]([NH:20][C:21]([CH:23]2[CH2:32][C:31]3[CH:30]=[C:29]([O:33][C:34]4[CH:39]=[CH:38][N:37]=[C:36]([C:40](OC)=[O:41])[CH:35]=4)[CH:28]=[CH:27][C:26]=3[CH2:25][CH2:24]2)=[O:22])[CH:13]=[C:14]([C:16]([F:19])([F:18])[F:17])[CH:15]=1)=[O:7])([CH3:4])([CH3:3])[CH3:2].[BH4-].[Na+].O. The catalyst is CO. The product is [OH:41][CH2:40][C:36]1[CH:35]=[C:34]([O:33][C:29]2[CH:30]=[C:31]3[C:26]([CH2:25][CH2:24][CH:23]([C:21]([NH:20][C:12]4[CH:11]=[C:10]([CH:15]=[C:14]([C:16]([F:19])([F:17])[F:18])[CH:13]=4)[CH2:9][NH:8][C:6](=[O:7])[O:5][C:1]([CH3:4])([CH3:3])[CH3:2])=[O:22])[CH2:32]3)=[CH:27][CH:28]=2)[CH:39]=[CH:38][N:37]=1. The yield is 0.930. (4) The reactants are O.[C:2]1(C)C=CC(S(O)(=O)=O)=C[CH:3]=1.[N:13]1[CH:18]=[CH:17][C:16]([CH:19]=[O:20])=[CH:15][CH:14]=1.C([O-])([O-])[O:22][CH2:23][CH3:24]. The catalyst is C(O)C. The product is [CH2:2]([O:20][CH:19]([O:22][CH2:23][CH3:24])[C:16]1[CH:17]=[CH:18][N:13]=[CH:14][CH:15]=1)[CH3:3]. The yield is 0.972. (5) The reactants are [NH2:1][C:2]1[CH:7]=[CH:6][C:5]([CH2:8][C:9]#[N:10])=[CH:4][CH:3]=1.[Cl:11][C:12]1[CH:13]=[C:14]([C:18]2[N:19]=[C:20](OS(C(F)(F)F)(=O)=O)[C:21]3[S:27][CH2:26][CH2:25][CH2:24][C:22]=3[N:23]=2)[CH:15]=[CH:16][CH:17]=1.CN(C=O)C. The catalyst is O. The product is [Cl:11][C:12]1[CH:13]=[C:14]([C:18]2[N:19]=[C:20]([NH:1][C:2]3[CH:7]=[CH:6][C:5]([CH2:8][C:9]#[N:10])=[CH:4][CH:3]=3)[C:21]3[S:27][CH2:26][CH2:25][CH2:24][C:22]=3[N:23]=2)[CH:15]=[CH:16][CH:17]=1. The yield is 0.370. (6) The reactants are [Cl:1][C:2]1[C:3]([F:12])=[CH:4][C:5]([OH:11])=[C:6]([C:8](=[O:10])[CH3:9])[CH:7]=1.S(=O)(=O)(O)O.[Br:18]N1C(=O)CCC1=O. The catalyst is O.ClCCl.CC(O)=O. The product is [Br:18][C:4]1[C:5]([OH:11])=[C:6]([C:8](=[O:10])[CH3:9])[CH:7]=[C:2]([Cl:1])[C:3]=1[F:12]. The yield is 0.809. (7) The reactants are [NH2:1][C:2]1[C:11]2[C:6](=[C:7](I)[CH:8]=[CH:9][CH:10]=2)[N:5]=[N:4][C:3]=1[C:13]([NH:15][CH2:16][CH2:17][CH3:18])=[O:14].C[Sn](C)(C)[C:21]1[CH:22]=[N:23][CH:24]=[C:25]([C:27]([N:29]2[CH2:32][CH2:31][CH2:30]2)=[O:28])[CH:26]=1. No catalyst specified. The product is [NH2:1][C:2]1[C:11]2[C:6](=[C:7]([C:21]3[CH:22]=[N:23][CH:24]=[C:25]([C:27]([N:29]4[CH2:30][CH2:31][CH2:32]4)=[O:28])[CH:26]=3)[CH:8]=[CH:9][CH:10]=2)[N:5]=[N:4][C:3]=1[C:13]([NH:15][CH2:16][CH2:17][CH3:18])=[O:14]. The yield is 0.440.